Dataset: Full USPTO retrosynthesis dataset with 1.9M reactions from patents (1976-2016). Task: Predict the reactants needed to synthesize the given product. Given the product [N:10]1[CH:11]=[CH:12][CH:13]=[CH:14][C:9]=1[C@@:4]12[CH2:6][C@@H:5]1[CH2:7][NH:1][CH2:2][CH2:3]2, predict the reactants needed to synthesize it. The reactants are: [NH2:1][CH2:2][CH2:3][C@:4]1([C:9]2[CH:14]=[CH:13][CH:12]=[CH:11][N:10]=2)[CH2:6][C@@H:5]1[CH2:7]O.O=S(Cl)Cl.